Dataset: Catalyst prediction with 721,799 reactions and 888 catalyst types from USPTO. Task: Predict which catalyst facilitates the given reaction. (1) The catalyst class is: 19. Reactant: [CH3:1][C:2]1([CH3:24])[CH2:6][O:5][C:4](=[O:7])[N:3]1[CH:8]1[CH2:13][CH2:12][N:11](C(OCC2C=CC=CC=2)=O)[CH2:10][CH2:9]1. Product: [CH3:1][C:2]1([CH3:24])[CH2:6][O:5][C:4](=[O:7])[N:3]1[CH:8]1[CH2:13][CH2:12][NH:11][CH2:10][CH2:9]1. (2) Reactant: B.[Cl:2][C:3]1[CH:11]=[CH:10][C:6]([C:7](O)=O)=[C:5]([I:12])[CH:4]=1.CN(C=O)C.S(Cl)([Cl:20])=O. Product: [Cl:2][C:3]1[CH:11]=[CH:10][C:6]([CH2:7][Cl:20])=[C:5]([I:12])[CH:4]=1. The catalyst class is: 76. (3) Product: [C:1]([N:7]([CH2:22][C:23]1[CH:28]=[CH:27][C:26]([C:29]2[CH:34]=[CH:33][CH:32]=[CH:31][C:30]=2[C:35]2[N:39]([C:40]([C:41]3[CH:42]=[CH:43][CH:44]=[CH:45][CH:46]=3)([C:47]3[CH:52]=[CH:51][CH:50]=[CH:49][CH:48]=3)[C:53]3[CH:54]=[CH:55][CH:56]=[CH:57][CH:58]=3)[N:38]=[N:37][N:36]=2)=[CH:25][CH:24]=1)[C@H:8]([C:12]([OH:14])=[O:13])[CH:9]([CH3:11])[CH3:10])(=[O:6])[CH2:2][CH2:3][CH2:4][CH3:5]. Reactant: [C:1]([N:7]([CH2:22][C:23]1[CH:28]=[CH:27][C:26]([C:29]2[CH:34]=[CH:33][CH:32]=[CH:31][C:30]=2[C:35]2[N:39]([C:40]([C:53]3[CH:58]=[CH:57][CH:56]=[CH:55][CH:54]=3)([C:47]3[CH:52]=[CH:51][CH:50]=[CH:49][CH:48]=3)[C:41]3[CH:46]=[CH:45][CH:44]=[CH:43][CH:42]=3)[N:38]=[N:37][N:36]=2)=[CH:25][CH:24]=1)[C@H:8]([C:12]([O:14]CC1C=CC=CC=1)=[O:13])[CH:9]([CH3:11])[CH3:10])(=[O:6])[CH2:2][CH2:3][CH2:4][CH3:5]. The catalyst class is: 99. (4) Reactant: Cl[C:2]1[N:7]=[N:6][C:5]([N:8]2[CH2:13][CH2:12][CH:11]([N:14]3[C:22]4[C:17](=[CH:18][CH:19]=[C:20]([F:23])[CH:21]=4)[CH2:16][CH2:15]3)[CH2:10][CH2:9]2)=[CH:4][CH:3]=1.[CH3:24][N:25]1[CH:29]=[C:28](B2OC(C)(C)C(C)(C)O2)[CH:27]=[N:26]1.C([O-])([O-])=O.[K+].[K+]. Product: [F:23][C:20]1[CH:21]=[C:22]2[C:17]([CH2:16][CH2:15][N:14]2[CH:11]2[CH2:12][CH2:13][N:8]([C:5]3[N:6]=[N:7][C:2]([C:28]4[CH:27]=[N:26][N:25]([CH3:24])[CH:29]=4)=[CH:3][CH:4]=3)[CH2:9][CH2:10]2)=[CH:18][CH:19]=1. The catalyst class is: 73. (5) Reactant: [OH:1][C:2]1[C:3]([C:12]([O:14][CH3:15])=[O:13])=[CH:4][CH:5]=[C:6]2[C:11]=1[N:10]=[CH:9][CH:8]=[CH:7]2.C(N(CC)CC)C.C1C=CC(N([S:30]([C:33]([F:36])([F:35])[F:34])(=[O:32])=[O:31])[S:30]([C:33]([F:36])([F:35])[F:34])(=[O:32])=[O:31])=CC=1.C([O-])(O)=O.[Na+]. Product: [F:34][C:33]([F:36])([F:35])[S:30]([O:1][C:2]1[C:3]([C:12]([O:14][CH3:15])=[O:13])=[CH:4][CH:5]=[C:6]2[C:11]=1[N:10]=[CH:9][CH:8]=[CH:7]2)(=[O:32])=[O:31]. The catalyst class is: 143. (6) Reactant: [NH2:1][CH:2]([CH2:8][C:9]([CH3:11])=[CH2:10])[C:3]([O:5][CH2:6][CH3:7])=[O:4].[Cl:12][C:13]1[CH:18]=[CH:17][C:16]([S:19](Cl)(=[O:21])=[O:20])=[CH:15][CH:14]=1.CCN(CC)CC.Cl. Product: [Cl:12][C:13]1[CH:18]=[CH:17][C:16]([S:19]([NH:1][CH:2]([CH2:8][C:9]([CH3:11])=[CH2:10])[C:3]([O:5][CH2:6][CH3:7])=[O:4])(=[O:21])=[O:20])=[CH:15][CH:14]=1. The catalyst class is: 2. (7) Reactant: [CH3:1][C:2]1[C:3]([CH:8]2[CH2:13][CH2:12][CH2:11][CH:10]([C:14]3[C:19]([CH3:20])=[CH:18][CH:17]=[CH:16][N:15]=3)[N:9]2[CH2:21][C:22]2[CH:23]=[C:24]([CH:27]=[CH:28][CH:29]=2)[C:25]#[N:26])=[N:4][CH:5]=[CH:6][CH:7]=1.CC[N:32](CC)CC.[OH2:37]. Product: [CH3:20][C:19]1[C:14]([CH:10]2[CH2:11][CH2:12][CH2:13][CH:8]([C:3]3[C:2]([CH3:1])=[CH:7][CH:6]=[CH:5][N:4]=3)[N:9]2[CH2:21][C:22]2[CH:23]=[C:24]([CH:27]=[CH:28][CH:29]=2)[C:25]([NH:32][OH:37])=[NH:26])=[N:15][CH:16]=[CH:17][CH:18]=1. The catalyst class is: 5. (8) Product: [Cl:1][C:2]1[C:3]([CH:8]([C:9]2[CH:18]=[C:17]3[C:12]([CH:13]=[CH:14][C:15]([C:19]4[CH:24]=[CH:23][CH:22]=[CH:21][CH:20]=4)=[N:16]3)=[CH:11][CH:10]=2)[NH:25][C:35](=[O:40])[C:36]([CH3:39])([CH3:38])[CH3:37])=[N:4][CH:5]=[CH:6][N:7]=1. Reactant: [Cl:1][C:2]1[C:3]([CH:8]([NH2:25])[C:9]2[CH:18]=[C:17]3[C:12]([CH:13]=[CH:14][C:15]([C:19]4[CH:24]=[CH:23][CH:22]=[CH:21][CH:20]=4)=[N:16]3)=[CH:11][CH:10]=2)=[N:4][CH:5]=[CH:6][N:7]=1.C(N(C(C)C)C(C)C)C.[C:35](Cl)(=[O:40])[C:36]([CH3:39])([CH3:38])[CH3:37]. The catalyst class is: 79. (9) Reactant: Cl[CH:2]([C:8]([C:10]1[CH:15]=[CH:14][CH:13]=[CH:12][C:11]=1[Cl:16])=O)[C:3]([O:5][CH2:6][CH3:7])=[O:4].[NH2:17][C:18]([C:20]1[CH:25]=[CH:24][N:23]=[C:22]([NH:26][C:27](=[O:29])[CH3:28])[CH:21]=1)=[S:19]. Product: [C:27]([NH:26][C:22]1[CH:21]=[C:20]([C:18]2[S:19][C:2]([C:3]([O:5][CH2:6][CH3:7])=[O:4])=[C:8]([C:10]3[CH:15]=[CH:14][CH:13]=[CH:12][C:11]=3[Cl:16])[N:17]=2)[CH:25]=[CH:24][N:23]=1)(=[O:29])[CH3:28]. The catalyst class is: 32.